This data is from Forward reaction prediction with 1.9M reactions from USPTO patents (1976-2016). The task is: Predict the product of the given reaction. (1) Given the reactants [CH2:1]([O:8][C:9]1[CH:18]=[CH:17][C:12]([C:13]([O:15][CH3:16])=[O:14])=[C:11](OS(C(F)(F)F)(=O)=O)[CH:10]=1)[C:2]1[CH:7]=[CH:6][CH:5]=[CH:4][CH:3]=1.[CH3:27][C:28]1(C)[C:32](C)(C)OB(C(C)=C)O1.COC1C=CC=C(OC)C=1C1C=CC=CC=1P(C1CCCCC1)C1CCCCC1.[O-]P([O-])([O-])=O.[K+].[K+].[K+], predict the reaction product. The product is: [CH2:1]([O:8][C:9]1[CH:18]=[CH:17][C:12]([C:13]([O:15][CH3:16])=[O:14])=[C:11]([C:28]([CH3:32])=[CH2:27])[CH:10]=1)[C:2]1[CH:7]=[CH:6][CH:5]=[CH:4][CH:3]=1. (2) Given the reactants [Cl:1][C:2]1[CH:3]=[C:4]([C:22]2[CH:27]=[CH:26][C:25]([C:28]([OH:30])=O)=[CH:24][CH:23]=2)[CH:5]=[C:6]([Cl:21])[C:7]=1[CH2:8][C@@H:9]1[CH2:13][CH2:12][N:11]([CH:14]2[CH2:19][CH2:18][O:17][CH2:16][CH2:15]2)[C:10]1=[O:20].Cl.[F:32][C:33]([F:41])([F:40])[CH:34]1[CH2:39][CH2:38][NH:37][CH2:36][CH2:35]1.ON1C2C=CC=CC=2N=N1.CN1CCOCC1.CCN=C=NCCCN(C)C.Cl, predict the reaction product. The product is: [Cl:21][C:6]1[CH:5]=[C:4]([C:22]2[CH:27]=[CH:26][C:25]([C:28]([N:37]3[CH2:38][CH2:39][CH:34]([C:33]([F:41])([F:40])[F:32])[CH2:35][CH2:36]3)=[O:30])=[CH:24][CH:23]=2)[CH:3]=[C:2]([Cl:1])[C:7]=1[CH2:8][C@@H:9]1[CH2:13][CH2:12][N:11]([CH:14]2[CH2:15][CH2:16][O:17][CH2:18][CH2:19]2)[C:10]1=[O:20]. (3) Given the reactants [NH2:1][C:2]1[N:7]=[C:6](S(C)=O)[C:5]([C:11]2[CH:12]=[CH:13][C:14](=[O:20])[N:15]([CH:17]([CH3:19])[CH3:18])[N:16]=2)=[C:4]([C:21]2[CH:26]=[CH:25][CH:24]=[CH:23][CH:22]=2)[N:3]=1.[CH3:27][N:28]([CH3:32])[CH2:29][CH2:30][OH:31], predict the reaction product. The product is: [NH2:1][C:2]1[N:7]=[C:6]([O:31][CH2:30][CH2:29][N:28]([CH3:32])[CH3:27])[C:5]([C:11]2[CH:12]=[CH:13][C:14](=[O:20])[N:15]([CH:17]([CH3:19])[CH3:18])[N:16]=2)=[C:4]([C:21]2[CH:26]=[CH:25][CH:24]=[CH:23][CH:22]=2)[N:3]=1. (4) Given the reactants [CH:1]1([CH2:7][CH2:8][C:9](Cl)=[O:10])[CH2:6][CH2:5][CH2:4][CH2:3][CH2:2]1.[CH3:12][O:13][C:14]1[CH:19]=[CH:18][CH:17]=[CH:16][CH:15]=1.[Al+3].[Cl-].[Cl-].[Cl-], predict the reaction product. The product is: [CH:1]1([CH2:7][CH2:8][C:9]([C:17]2[CH:18]=[CH:19][C:14]([O:13][CH3:12])=[CH:15][CH:16]=2)=[O:10])[CH2:6][CH2:5][CH2:4][CH2:3][CH2:2]1. (5) Given the reactants [Br:1][C:2]1[CH:3]=[C:4]2[CH:11]=[CH:10][NH:9][C:5]2=[N+:6]([O-])[CH:7]=1.P(Cl)(Cl)([Cl:14])=O, predict the reaction product. The product is: [Br:1][C:2]1[C:3]([Cl:14])=[C:4]2[CH:11]=[CH:10][NH:9][C:5]2=[N:6][CH:7]=1. (6) The product is: [F:47][C:36]1[C:35]([C:23]2[CH:28]=[CH:27][C:26]([C:29]3([OH:33])[CH2:32][CH2:31][CH2:30]3)=[CH:25][CH:24]=2)=[C:43]([F:44])[CH:42]=[C:41]2[C:37]=1[C:38]([CH:45]=[O:46])=[CH:39][NH:40]2. Given the reactants CC1(C)COB(B2OCC(C)(C)CO2)OC1.C([O-])(=O)C.[K+].Br[C:23]1[CH:28]=[CH:27][C:26]([C:29]2([OH:33])[CH2:32][CH2:31][CH2:30]2)=[CH:25][CH:24]=1.Br[C:35]1[C:36]([F:47])=[C:37]2[C:41](=[CH:42][C:43]=1[F:44])[NH:40][CH:39]=[C:38]2[CH:45]=[O:46].C(=O)([O-])[O-].[K+].[K+], predict the reaction product. (7) Given the reactants [C:1]([C:3]1[CH:4]=[C:5]([N:13]2[CH2:18][CH2:17][N:16]([CH2:19][CH2:20][C@H:21]3[CH2:26][CH2:25][C@H:24]([NH:27][S:28]([C:31]4[CH:32]=[N:33][CH:34]=[CH:35][CH:36]=4)(=[O:30])=[O:29])[CH2:23][CH2:22]3)[CH2:15][CH2:14]2)[CH:6]=[C:7]([C:9]([F:12])([F:11])[F:10])[CH:8]=1)#[N:2].C([O-])([O-])=[O:38].[K+].[K+].OO.O, predict the reaction product. The product is: [NH2:2][C:1]([C:3]1[CH:4]=[C:5]([N:13]2[CH2:14][CH2:15][N:16]([CH2:19][CH2:20][C@H:21]3[CH2:26][CH2:25][C@H:24]([NH:27][S:28]([C:31]4[CH:32]=[N:33][CH:34]=[CH:35][CH:36]=4)(=[O:30])=[O:29])[CH2:23][CH2:22]3)[CH2:17][CH2:18]2)[CH:6]=[C:7]([C:9]([F:10])([F:11])[F:12])[CH:8]=1)=[O:38]. (8) Given the reactants [CH:1]1([NH:4][CH3:5])[CH2:3][CH2:2]1.[Br:6][C:7]1[CH:12]=[CH:11][CH:10]=[CH:9][C:8]=1[S:13](Cl)(=[O:15])=[O:14], predict the reaction product. The product is: [Br:6][C:7]1[CH:12]=[CH:11][CH:10]=[CH:9][C:8]=1[S:13]([N:4]([CH:1]1[CH2:3][CH2:2]1)[CH3:5])(=[O:15])=[O:14]. (9) Given the reactants F[C:2]1[CH:7]=[C:6]([F:8])[CH:5]=[CH:4][C:3]=1[C:9]1[N:14]=[CH:13][N:12]=[C:11]([NH:15][C:16]2[CH:17]=[C:18]([CH:29]=[CH:30][CH:31]=2)[CH2:19][S:20](=[N:23]C(=O)OCC)([CH3:22])=[O:21])[N:10]=1.[F:32][CH:33]([F:36])[CH2:34][OH:35], predict the reaction product. The product is: [F:32][CH:33]([F:36])[CH2:34][O:35][C:2]1[CH:7]=[C:6]([F:8])[CH:5]=[CH:4][C:3]=1[C:9]1[N:14]=[CH:13][N:12]=[C:11]([NH:15][C:16]2[CH:31]=[CH:30][CH:29]=[C:18]([CH2:19][S:20]([CH3:22])(=[NH:23])=[O:21])[CH:17]=2)[N:10]=1. (10) Given the reactants [CH2:1]([P:3]([CH2:10][CH2:11][CH2:12][NH2:13])(=[O:9])[O:4]CCCC)[CH3:2].O, predict the reaction product. The product is: [CH2:1]([P:3]([CH2:10][CH2:11][CH2:12][NH2:13])(=[O:4])[OH:9])[CH3:2].